Dataset: Experimentally validated miRNA-target interactions with 360,000+ pairs, plus equal number of negative samples. Task: Binary Classification. Given a miRNA mature sequence and a target amino acid sequence, predict their likelihood of interaction. (1) The miRNA is hsa-miR-302d-3p with sequence UAAGUGCUUCCAUGUUUGAGUGU. The protein sequence of the target gene is MERGDQPKRTRNENIFNCLYKNPEATFKLICFPWMGGGSTHFAKWGQDTHDLLEVHSLRLPGRESRVEEPLENDISQLVDEVVCALQPVIQDKPFAFFGHSMGSYIAFRTALGLKENNQPEPLHLFLSSATPVHSKAWHRIPKDDELSEEQISHYLMEFGGTPKHFAEAKEFVKQCSPIIRADLNIVRSCTSNVPSKAVLSCDLTCFVGSEDIAKDMEAWKDVTSGNAKIYQLPGGHFYLLDPANEKLIKNYIIKCLEVSSISNF. Result: 1 (interaction). (2) The miRNA is hsa-miR-3149 with sequence UUUGUAUGGAUAUGUGUGUGUAU. The protein sequence of the target gene is MAAGVPCALVTSCSATFTGDRLVQHILGTEDAVVEATSSDAVRFYPWTIDNKYYSAEINLCVVPSKFLVTAEIAESVQAFVVYFDSTQKSGLDSVSSWLPLAEAWLAEVMILVCDRVCDDGINRQQAQEWCIKHGFELVELNPEELPEEDDDFPESTGVKRIVQALNANVWSNVVMKSDRSQGFSLLNSLAGANRRVASAESCHSEQQEPSPTAERTESLPGHHSGACGSAGAQVDSIVDPMLDLDIQELASLTTGGGDLENFERLFSKLKEMKDKAATLPHEQRKLHAEKVAKAFWMAI.... Result: 0 (no interaction).